Dataset: Reaction yield outcomes from USPTO patents with 853,638 reactions. Task: Predict the reaction yield, written as a fraction of the theoretical maximum amount of product (1.0 means a 100% yield; for example, 0.34 means a 34% yield). (1) The reactants are [CH3:1][O:2][C@@H:3]([CH3:7])[C:4](O)=[O:5].O=C1N(P(Cl)(N2CCOC2=O)=O)CCO1.C(N(CC)CC)C.[Br:30][C:31]1[C:32]([F:41])=[C:33]2[C:39]([NH2:40])=[CH:38][NH:37][C:34]2=[N:35][CH:36]=1.[Li+].[OH-].C([O-])([O-])=O.[Na+].[Na+]. The catalyst is C(Cl)Cl. The product is [Br:30][C:31]1[C:32]([F:41])=[C:33]2[C:39]([NH:40][C:4](=[O:5])[C@@H:3]([O:2][CH3:1])[CH3:7])=[CH:38][NH:37][C:34]2=[N:35][CH:36]=1. The yield is 0.480. (2) The reactants are [CH:1]1([C:4]2[CH:33]=[C:32]([C:34](=[O:40])[NH:35][S:36]([CH3:39])(=[O:38])=[O:37])[C:31]([F:41])=[CH:30][C:5]=2[O:6][C@@H:7]2[CH2:12][CH2:11][CH2:10][N:9]([CH2:13][C:14]3[CH:22]=[CH:21][CH:20]=[C:19]4[C:15]=3[CH2:16][N:17](C(OC(C)(C)C)=O)[CH2:18]4)[CH2:8]2)[CH2:3][CH2:2]1.FC(F)(F)C(O)=O. The catalyst is ClCCl. The product is [CH:1]1([C:4]2[C:5]([O:6][C@@H:7]3[CH2:12][CH2:11][CH2:10][N:9]([CH2:13][C:14]4[CH:22]=[CH:21][CH:20]=[C:19]5[C:15]=4[CH2:16][NH:17][CH2:18]5)[CH2:8]3)=[CH:30][C:31]([F:41])=[C:32]([CH:33]=2)[C:34]([NH:35][S:36]([CH3:39])(=[O:38])=[O:37])=[O:40])[CH2:2][CH2:3]1. The yield is 0.380.